Dataset: Reaction yield outcomes from USPTO patents with 853,638 reactions. Task: Predict the reaction yield, written as a fraction of the theoretical maximum amount of product (1.0 means a 100% yield; for example, 0.34 means a 34% yield). (1) The reactants are [Cl:1][CH2:2][C@@H:3]([OH:27])[CH2:4][O:5][C:6]1[CH:11]=[CH:10][C:9]([C:12]([C:15]2[CH:26]=[CH:25][C:18]([O:19][CH2:20][C@H:21]([OH:24])[CH2:22][OH:23])=[CH:17][CH:16]=2)([CH3:14])[CH3:13])=[CH:8][CH:7]=1.N1C(C)=CC=CC=1C.[C:36](Cl)(=[O:38])[CH3:37]. The catalyst is ClCCl. The product is [C:36]([O:23][CH2:22][C@@H:21]([OH:24])[CH2:20][O:19][C:18]1[CH:17]=[CH:16][C:15]([C:12]([C:9]2[CH:8]=[CH:7][C:6]([O:5][CH2:4][C@H:3]([OH:27])[CH2:2][Cl:1])=[CH:11][CH:10]=2)([CH3:14])[CH3:13])=[CH:26][CH:25]=1)(=[O:38])[CH3:37]. The yield is 0.270. (2) The yield is 0.750. The catalyst is C1COCC1. The reactants are [N:1]1([C:11]([O:13][CH2:14][C:15]2[CH:20]=[CH:19][CH:18]=[CH:17][CH:16]=2)=[O:12])[CH2:5][CH2:4][CH2:3][C@H:2]1[C:6]([O:8][CH2:9][CH3:10])=[O:7].[Li+].C[Si]([N-][Si](C)(C)C)(C)C.[CH2:31](Br)[C:32]1[CH:37]=[CH:36][CH:35]=[CH:34][CH:33]=1. The product is [CH2:31]([C:2]1([C:6]([O:8][CH2:9][CH3:10])=[O:7])[CH2:3][CH2:4][CH2:5][N:1]1[C:11]([O:13][CH2:14][C:15]1[CH:20]=[CH:19][CH:18]=[CH:17][CH:16]=1)=[O:12])[C:32]1[CH:37]=[CH:36][CH:35]=[CH:34][CH:33]=1.